Dataset: Forward reaction prediction with 1.9M reactions from USPTO patents (1976-2016). Task: Predict the product of the given reaction. (1) Given the reactants [CH:1]([C:3]1[CH:8]=[CH:7][C:6]([C:9]2[N:10]=[C:11]3[C:16]([C:17]#[N:18])=[CH:15][CH:14]=[CH:13][N:12]3[C:19]=2[C:20]2[CH:25]=[CH:24][CH:23]=[CH:22][CH:21]=2)=[CH:5][CH:4]=1)=O.C(N(CC)CC)C.Cl.Cl.[Cl:35][C:36]1[CH:37]=[CH:38][C:39]([C:42]2[NH:46][N:45]=[C:44]([CH:47]3[CH2:52][CH2:51][NH:50][CH2:49][CH2:48]3)[N:43]=2)=[N:40][CH:41]=1.C(O)(=O)C.[BH-](OC(C)=O)(OC(C)=O)OC(C)=O.[Na+], predict the reaction product. The product is: [Cl:35][C:36]1[CH:37]=[CH:38][C:39]([C:42]2[NH:46][N:45]=[C:44]([CH:47]3[CH2:52][CH2:51][N:50]([CH2:1][C:3]4[CH:8]=[CH:7][C:6]([C:9]5[N:10]=[C:11]6[C:16]([C:17]#[N:18])=[CH:15][CH:14]=[CH:13][N:12]6[C:19]=5[C:20]5[CH:25]=[CH:24][CH:23]=[CH:22][CH:21]=5)=[CH:5][CH:4]=4)[CH2:49][CH2:48]3)[N:43]=2)=[N:40][CH:41]=1. (2) Given the reactants [Cl:1][C:2]1[CH:3]=[C:4]([CH2:9][C:10]([O:12][CH3:13])=[O:11])[CH:5]=[CH:6][C:7]=1[OH:8].CCN(CC)CC.[S:21](O[S:21]([C:24]([F:27])([F:26])[F:25])(=[O:23])=[O:22])([C:24]([F:27])([F:26])[F:25])(=[O:23])=[O:22], predict the reaction product. The product is: [Cl:1][C:2]1[CH:3]=[C:4]([CH2:9][C:10]([O:12][CH3:13])=[O:11])[CH:5]=[CH:6][C:7]=1[O:8][S:21]([C:24]([F:27])([F:26])[F:25])(=[O:23])=[O:22]. (3) Given the reactants [H-].[Na+].[F:3][C:4]([F:8])([CH3:7])[CH2:5][OH:6].Cl[C:10]1[C:15]([C:16]#[N:17])=[CH:14][N:13]=[CH:12][N:11]=1, predict the reaction product. The product is: [F:3][C:4]([F:8])([CH3:7])[CH2:5][O:6][C:10]1[C:15]([C:16]#[N:17])=[CH:14][N:13]=[CH:12][N:11]=1. (4) Given the reactants [N:1]1([C:6]2[N:11]=[CH:10][C:9]([C:12]3([C:15]([O:17]CC)=O)[CH2:14][CH2:13]3)=[CH:8][CH:7]=2)[CH2:5][CH2:4][CH2:3][CH2:2]1.[Li+].[OH-].Cl.Cl.[NH:24]1[CH2:28][CH2:27][C:26]2([C:36]3[CH:35]=[CH:34][N:33]=[CH:32][C:31]=3[C:30](=[O:37])[O:29]2)[CH2:25]1, predict the reaction product. The product is: [N:1]1([C:6]2[N:11]=[CH:10][C:9]([C:12]3([C:15]([N:24]4[CH2:28][CH2:27][C@@:26]5([C:36]6[CH:35]=[CH:34][N:33]=[CH:32][C:31]=6[C:30](=[O:37])[O:29]5)[CH2:25]4)=[O:17])[CH2:13][CH2:14]3)=[CH:8][CH:7]=2)[CH2:2][CH2:3][CH2:4][CH2:5]1. (5) The product is: [C:36]([O:35][CH2:34][C:29]([CH3:33])([C:30]([O:32][C:4]1([N:7]=[O:8])[CH2:5][CH2:6][O:1][CH2:2][CH2:3]1)=[O:31])[CH2:28][O:27][C:24](=[O:26])[CH3:25])(=[O:38])[CH3:37]. Given the reactants [O:1]1[CH2:6][CH2:5][C:4](=[N:7][OH:8])[CH2:3][CH2:2]1.C(O)(=O)C.C(O)(=O)C.IC1C=CC=CC=1.[C:24]([O:27][CH2:28][C:29]([CH2:34][O:35][C:36](=[O:38])[CH3:37])([CH3:33])[C:30]([OH:32])=[O:31])(=[O:26])[CH3:25], predict the reaction product. (6) Given the reactants [CH3:1][CH:2]([CH3:10])[C:3](=O)[CH2:4][C:5]([O:7][CH3:8])=O.[OH2:11].[NH2:12][NH2:13].[CH2:14](Br)[C:15]1[CH:20]=[CH:19][CH:18]=[CH:17][CH:16]=1.[C:22](=O)([O-])[O-].[K+].[K+], predict the reaction product. The product is: [CH2:14]([N:12]1[CH:22]=[C:4]([C:5]([O:7][CH3:8])=[O:11])[C:3]([CH:2]([CH3:10])[CH3:1])=[N:13]1)[C:15]1[CH:20]=[CH:19][CH:18]=[CH:17][CH:16]=1.